This data is from Full USPTO retrosynthesis dataset with 1.9M reactions from patents (1976-2016). The task is: Predict the reactants needed to synthesize the given product. (1) Given the product [F:30][C:26]1[CH:25]=[C:24]2[C:29]([C:20]([N:4]3[C:5]4[C:10](=[CH:9][CH:8]=[C:7]([C:40]5[CH:39]=[CH:44][N:43]=[C:42]([NH2:46])[N:41]=5)[CH:6]=4)[C:2]([CH3:1])([CH3:38])[CH2:3]3)=[C:21]([CH3:37])[C:22]([C:31]3[CH:36]=[CH:35][CH:34]=[CH:33][N:32]=3)=[N:23]2)=[CH:28][CH:27]=1, predict the reactants needed to synthesize it. The reactants are: [CH3:1][C:2]1([CH3:38])[C:10]2[C:5](=[CH:6][C:7](B3OC(C)(C)C(C)(C)O3)=[CH:8][CH:9]=2)[N:4]([C:20]2[C:29]3[C:24](=[CH:25][C:26]([F:30])=[CH:27][CH:28]=3)[N:23]=[C:22]([C:31]3[CH:36]=[CH:35][CH:34]=[CH:33][N:32]=3)[C:21]=2[CH3:37])[CH2:3]1.[CH:39]1[C:44](Cl)=[N:43][C:42]([NH2:46])=[N:41][CH:40]=1.C(=O)([O-])[O-].[Na+].[Na+]. (2) Given the product [F:21][C:20]([F:23])([F:22])[C:17]1[N:15]2[N:16]=[C:11]([N:24]3[CH2:29][CH2:28][CH:27]([C:30]4[CH:36]=[CH:35][C:33]([NH2:34])=[CH:32][CH:31]=4)[CH2:26][CH2:25]3)[CH:12]=[CH:13][C:14]2=[N:19][N:18]=1, predict the reactants needed to synthesize it. The reactants are: CCN(C(C)C)C(C)C.Cl[C:11]1[CH:12]=[CH:13][C:14]2[N:15]([C:17]([C:20]([F:23])([F:22])[F:21])=[N:18][N:19]=2)[N:16]=1.[NH:24]1[CH2:29][CH2:28][CH:27]([C:30]2[CH:36]=[CH:35][C:33]([NH2:34])=[CH:32][CH:31]=2)[CH2:26][CH2:25]1. (3) Given the product [CH3:21][O:22][N:23]=[CH:4][C:3]1[C:12]2([CH2:13][CH2:14][CH2:15]2)[O:11][C:10]2[C:9](=[C:8]([CH3:17])[C:7]([OH:18])=[C:6]([CH3:19])[CH:5]=2)[CH:16]=1, predict the reactants needed to synthesize it. The reactants are: OC[CH:3]1[C:12]2([CH2:15][CH2:14][CH2:13]2)[O:11][C:10]2[C:5](=[C:6]([CH3:19])[C:7]([OH:18])=[C:8]([CH3:17])[C:9]=2[CH3:16])[CH2:4]1.Cl.[CH3:21][O:22][NH2:23]. (4) The reactants are: [P:1](=[O:5])([OH:4])([OH:3])[OH:2].[OH-].[Ca+2:7].[OH-].N. Given the product [P:1]([O-:5])([O-:4])([O-:3])=[O:2].[Ca+2:7].[Ca+2:7].[Ca+2:7].[Ca+2:7].[Ca+2:7].[Ca+2:7].[Ca+2:7].[Ca+2:7], predict the reactants needed to synthesize it.